This data is from Forward reaction prediction with 1.9M reactions from USPTO patents (1976-2016). The task is: Predict the product of the given reaction. (1) Given the reactants [CH3:1][O:2][C:3]1[CH:12]=[C:11]2[C:6]([CH:7]=[C:8]([C:14](O)=[O:15])[C:9](=[O:13])[NH:10]2)=[CH:5][C:4]=1[O:17][CH2:18][CH2:19][N:20]1[CH2:25][CH2:24][O:23][CH2:22][CH2:21]1.[CH3:26][O:27][C:28](=[O:37])[C:29]1[CH:34]=[CH:33][C:32]([CH3:35])=[C:31]([NH2:36])[CH:30]=1, predict the reaction product. The product is: [CH3:26][O:27][C:28](=[O:37])[C:29]1[CH:34]=[CH:33][C:32]([CH3:35])=[C:31]([NH:36][C:14]([C:8]2[C:9](=[O:13])[NH:10][C:11]3[C:6]([CH:7]=2)=[CH:5][C:4]([O:17][CH2:18][CH2:19][N:20]2[CH2:25][CH2:24][O:23][CH2:22][CH2:21]2)=[C:3]([O:2][CH3:1])[CH:12]=3)=[O:15])[CH:30]=1. (2) Given the reactants C(OC([N:8]1[CH2:13][CH2:12][N:11]([C:14]2[N:22]([C:23]3[CH:28]=[CH:27][CH:26]=[CH:25][C:24]=3[O:29][CH3:30])[C:21]3[C:20](=[O:31])[N:19]([CH2:32][C:33]([OH:35])=[O:34])[C:18](=[O:36])[N:17]([CH3:37])[C:16]=3[N:15]=2)[CH2:10][CH2:9]1)=O)(C)(C)C.[F:38][C:39]([F:44])([F:43])[C:40]([OH:42])=[O:41], predict the reaction product. The product is: [F:38][C:39]([F:44])([F:43])[C:40]([OH:42])=[O:41].[CH3:30][O:29][C:24]1[CH:25]=[CH:26][CH:27]=[CH:28][C:23]=1[N:22]1[C:21]2[C:20](=[O:31])[N:19]([CH2:32][C:33]([OH:35])=[O:34])[C:18](=[O:36])[N:17]([CH3:37])[C:16]=2[N:15]=[C:14]1[N:11]1[CH2:12][CH2:13][NH:8][CH2:9][CH2:10]1.